Dataset: Forward reaction prediction with 1.9M reactions from USPTO patents (1976-2016). Task: Predict the product of the given reaction. (1) Given the reactants [CH2:1]([O:3][CH:4]([O:7][CH2:8][CH3:9])[CH2:5][NH2:6])[CH3:2].[N:10]#[C:11]Br, predict the reaction product. The product is: [CH2:1]([O:3][CH:4]([O:7][CH2:8][CH3:9])[CH2:5][N:6]=[C:11]=[NH:10])[CH3:2]. (2) Given the reactants [Br:1][C:2]1[N:6]([S:7]([C:10]2[CH:15]=[CH:14][CH:13]=[CH:12][CH:11]=2)(=[O:9])=[O:8])[CH:5]=[C:4]([C:16](OC)=[O:17])[C:3]=1[CH2:20][CH3:21].[H-].C([Al+]CC(C)C)C(C)C, predict the reaction product. The product is: [Br:1][C:2]1[N:6]([S:7]([C:10]2[CH:15]=[CH:14][CH:13]=[CH:12][CH:11]=2)(=[O:9])=[O:8])[CH:5]=[C:4]([CH2:16][OH:17])[C:3]=1[CH2:20][CH3:21].